Dataset: Peptide-MHC class I binding affinity with 185,985 pairs from IEDB/IMGT. Task: Regression. Given a peptide amino acid sequence and an MHC pseudo amino acid sequence, predict their binding affinity value. This is MHC class I binding data. (1) The peptide sequence is LFNTIATLY. The MHC is HLA-A26:02 with pseudo-sequence HLA-A26:02. The binding affinity (normalized) is 0.0847. (2) The peptide sequence is EIEPKLDGY. The MHC is HLA-A29:02 with pseudo-sequence HLA-A29:02. The binding affinity (normalized) is 0.468. (3) The peptide sequence is AVDADDSHF. The MHC is HLA-B15:17 with pseudo-sequence HLA-B15:17. The binding affinity (normalized) is 0.0847. (4) The peptide sequence is GEVPSTEDLV. The MHC is Patr-B2401 with pseudo-sequence Patr-B2401. The binding affinity (normalized) is 0.681.